From a dataset of HIV replication inhibition screening data with 41,000+ compounds from the AIDS Antiviral Screen. Binary Classification. Given a drug SMILES string, predict its activity (active/inactive) in a high-throughput screening assay against a specified biological target. (1) The drug is CCCOc1cnc(C2CCC3C4CC=C5CC(OC(C)=O)CCC5(C)C4CCC23C)s1. The result is 0 (inactive). (2) The compound is Cc1cn(C2CC3C(COC(C)N3O)O2)c(=O)[nH]c1=O. The result is 0 (inactive). (3) The compound is N#C[C-](C#N)[n+]1ccc(Cl)cc1. The result is 0 (inactive). (4) The compound is CC(CNCCCNCCNCCCNCO)[N+](=O)[O-].Cl. The result is 0 (inactive). (5) The drug is O=C1c2ccccc2C2(O)NC(=S)N(c3ccccc3)C12O. The result is 0 (inactive). (6) The drug is CCOP(=O)(OCC)OC1C=CC2CCC1C2. The result is 0 (inactive). (7) The drug is COc1cc(Br)c2nsnc2c1. The result is 0 (inactive).